Task: Predict the reaction yield, written as a fraction of the theoretical maximum amount of product (1.0 means a 100% yield; for example, 0.34 means a 34% yield).. Dataset: Reaction yield outcomes from USPTO patents with 853,638 reactions (1) The reactants are C([Li])CCC.[CH2:6]([O:13][C:14]1[CH:19]=[CH:18][C:17](Br)=[CH:16][CH:15]=1)[C:7]1[CH:12]=[CH:11][CH:10]=[CH:9][CH:8]=1.[O:21]=[C:22]1[CH2:27][CH2:26][N:25]([C:28]([O:30][CH2:31][C:32]2[CH:37]=[CH:36][CH:35]=[CH:34][CH:33]=2)=[O:29])[CH2:24][CH2:23]1. The catalyst is C1COCC1. The product is [CH2:6]([O:13][C:14]1[CH:19]=[CH:18][C:17]([C:22]2([OH:21])[CH2:23][CH2:24][N:25]([C:28]([O:30][CH2:31][C:32]3[CH:37]=[CH:36][CH:35]=[CH:34][CH:33]=3)=[O:29])[CH2:26][CH2:27]2)=[CH:16][CH:15]=1)[C:7]1[CH:12]=[CH:11][CH:10]=[CH:9][CH:8]=1. The yield is 0.301. (2) The reactants are [C:1]([C:3]1[N:8]=[CH:7][C:6]([C:9]([OH:11])=O)=[CH:5][CH:4]=1)#[N:2].CN(C(ON1N=NC2C=CC=NC1=2)=[N+](C)C)C.F[P-](F)(F)(F)(F)F.CCN(C(C)C)C(C)C.[F:45][CH:46]1[C:51]([O:54][CH3:55])([O:52][CH3:53])[CH2:50][CH2:49][NH:48][CH2:47]1. The catalyst is CCCCCCC.C(OCC)(=O)C. The product is [C:1]([C:3]1[N:8]=[CH:7][C:6]([C:9]([N:48]2[CH2:49][CH2:50][C:51]([O:54][CH3:55])([O:52][CH3:53])[CH:46]([F:45])[CH2:47]2)=[O:11])=[CH:5][CH:4]=1)#[N:2]. The yield is 0.660. (3) The reactants are [CH3:1][C:2]([CH3:31])([CH3:30])[CH2:3][C:4]([NH:6][C:7]1[C:8]([CH3:29])=[C:9](B(O)O)[C:10]2[O:14][CH2:13][CH:12]([C:15]3[CH:20]=[CH:19][C:18]([CH:21]([CH3:23])[CH3:22])=[CH:17][CH:16]=3)[C:11]=2[C:24]=1[CH3:25])=[O:5].[C:32]([C:35]1[S:36][C:37](Br)=[CH:38][CH:39]=1)(=[O:34])[CH3:33]. The catalyst is CCCCCC.C(OCC)(=O)C. The product is [C:32]([C:35]1[S:36][C:37]([C:9]2[C:10]3[O:14][CH2:13][CH:12]([C:15]4[CH:20]=[CH:19][C:18]([CH:21]([CH3:22])[CH3:23])=[CH:17][CH:16]=4)[C:11]=3[C:24]([CH3:25])=[C:7]([NH:6][C:4](=[O:5])[CH2:3][C:2]([CH3:1])([CH3:30])[CH3:31])[C:8]=2[CH3:29])=[CH:38][CH:39]=1)(=[O:34])[CH3:33]. The yield is 0.650. (4) The reactants are [I:1][C:2]1[CH:3]=[CH:4][CH:5]=[C:6]2[C:11]=1[N:10]=[C:9](S(C)(=O)=O)[N:8]([CH2:16][CH2:17][O:18][CH3:19])[C:7]2=[O:20].[C:21]([NH2:25])([CH3:24])([CH3:23])[CH3:22].[OH-].[Na+]. The catalyst is CS(C)=O. The product is [C:21]([NH:25][C:9]1[N:8]([CH2:16][CH2:17][O:18][CH3:19])[C:7](=[O:20])[C:6]2[C:11](=[C:2]([I:1])[CH:3]=[CH:4][CH:5]=2)[N:10]=1)([CH3:24])([CH3:23])[CH3:22]. The yield is 0.700. (5) The reactants are [Si:1]([O:8][CH2:9][C:10]1[C:11]([C:16](=O)/[CH:17]=[CH:18]/[N:19](C)C)=[N:12][CH:13]=[CH:14][CH:15]=1)([C:4]([CH3:7])([CH3:6])[CH3:5])([CH3:3])[CH3:2].Cl.Cl.[F:25][C:26]([F:32])([F:31])[CH2:27][CH2:28][NH:29]N. The catalyst is CCO. The product is [Si:1]([O:8][CH2:9][C:10]1[C:11]([C:16]2[N:29]([CH2:28][CH2:27][C:26]([F:32])([F:31])[F:25])[N:19]=[CH:18][CH:17]=2)=[N:12][CH:13]=[CH:14][CH:15]=1)([C:4]([CH3:5])([CH3:6])[CH3:7])([CH3:2])[CH3:3]. The yield is 0.760.